From a dataset of Reaction yield outcomes from USPTO patents with 853,638 reactions. Predict the reaction yield, written as a fraction of the theoretical maximum amount of product (1.0 means a 100% yield; for example, 0.34 means a 34% yield). (1) The reactants are [C:1]([C:5]1[CH:6]=[C:7]([C:14]2[N:18]([CH2:19][CH:20]3[CH2:25][CH2:24][CH2:23][CH2:22][CH2:21]3)[C:17]([CH3:26])=[C:16]([C:27](O)=[O:28])[CH:15]=2)[CH:8]=[C:9]([CH:11]2[CH2:13][CH2:12]2)[CH:10]=1)([CH3:4])([CH3:3])[CH3:2].C(Cl)(C(Cl)=O)=O.C[N:37](C=O)C. The catalyst is C(Cl)Cl. The product is [C:1]([C:5]1[CH:6]=[C:7]([C:14]2[N:18]([CH2:19][CH:20]3[CH2:25][CH2:24][CH2:23][CH2:22][CH2:21]3)[C:17]([CH3:26])=[C:16]([C:27]([NH2:37])=[O:28])[CH:15]=2)[CH:8]=[C:9]([CH:11]2[CH2:13][CH2:12]2)[CH:10]=1)([CH3:2])([CH3:3])[CH3:4]. The yield is 0.350. (2) The reactants are Cl[C:2]1[C:11]2[C:6](=[CH:7][C:8]([O:14][CH2:15][CH2:16][O:17][CH:18]3[CH2:23][CH2:22][CH2:21][CH2:20][O:19]3)=[C:9]([O:12][CH3:13])[CH:10]=2)[N:5]=[CH:4][N:3]=1.[F:24][C:25]1[CH:26]=[C:27]([CH2:32][C:33]([OH:35])=[O:34])[CH:28]=[CH:29][C:30]=1[OH:31]. No catalyst specified. The product is [F:24][C:25]1[CH:26]=[C:27]([CH2:32][C:33]([OH:35])=[O:34])[CH:28]=[CH:29][C:30]=1[O:31][C:2]1[C:11]2[C:6](=[CH:7][C:8]([O:14][CH2:15][CH2:16][O:17][CH:18]3[CH2:23][CH2:22][CH2:21][CH2:20][O:19]3)=[C:9]([O:12][CH3:13])[CH:10]=2)[N:5]=[CH:4][N:3]=1. The yield is 0.520. (3) The reactants are [CH3:1][NH:2][CH2:3][CH2:4][CH2:5][CH2:6][CH3:7].[C:8]([O:12][CH3:13])(=[O:11])[CH:9]=[CH2:10]. The catalyst is CO. The product is [CH3:13][O:12][C:8](=[O:11])[CH2:9][CH2:10][N:2]([CH3:1])[CH2:3][CH2:4][CH2:5][CH2:6][CH3:7]. The yield is 0.961. (4) The reactants are [CH2:1]([N:12]1[C:20](=[O:21])[C:19]2[C:14](=[CH:15][CH:16]=[CH:17][CH:18]=2)[C:13]1=[O:22])[CH2:2][CH2:3][CH2:4][CH2:5][CH2:6][CH2:7][CH2:8]CC=C.[Mn]([O-])(=O)(=O)=O.[K+].S(=O)(O)[O-].[Na+].[C:34]([OH:37])(=[O:36])[CH3:35]. The catalyst is CCCCCCCC[N+](CCCCCCCC)(CCCCCCCC)C.[Cl-].CCCCCC.O. The product is [O:22]=[C:13]1[C:14]2[C:19](=[CH:18][CH:17]=[CH:16][CH:15]=2)[C:20](=[O:21])[N:12]1[CH2:1][CH2:2][CH2:3][CH2:4][CH2:5][CH2:6][CH2:7][CH2:8][CH2:35][C:34]([OH:37])=[O:36]. The yield is 0.610.